From a dataset of Forward reaction prediction with 1.9M reactions from USPTO patents (1976-2016). Predict the product of the given reaction. The product is: [NH2:1][C:2]1[N:3]=[C:4]([C:11]2[CH:16]=[CH:15][CH:14]=[CH:13][CH:12]=2)[C:5]([C:9]#[N:10])=[C:6]([C:24]#[C:23][C:17]2[CH:22]=[CH:21][CH:20]=[CH:19][CH:18]=2)[N:7]=1. Given the reactants [NH2:1][C:2]1[N:7]=[C:6](Cl)[C:5]([C:9]#[N:10])=[C:4]([C:11]2[CH:16]=[CH:15][CH:14]=[CH:13][CH:12]=2)[N:3]=1.[C:17]1([C:23]#[CH:24])[CH:22]=[CH:21][CH:20]=[CH:19][CH:18]=1.C(N(CC)CC)C, predict the reaction product.